From a dataset of Full USPTO retrosynthesis dataset with 1.9M reactions from patents (1976-2016). Predict the reactants needed to synthesize the given product. (1) Given the product [NH2:15][C:6]1[CH:5]=[C:4]([Br:3])[C:9]([C:10]([F:13])([F:11])[F:12])=[CH:8][C:7]=1[OH:14], predict the reactants needed to synthesize it. The reactants are: [Cl-].[NH4+].[Br:3][C:4]1[C:9]([C:10]([F:13])([F:12])[F:11])=[CH:8][C:7]([OH:14])=[C:6]([N+:15]([O-])=O)[CH:5]=1. (2) The reactants are: [CH3:1][C:2]1[O:6][C:5]([C:7]([NH:9][C:10]([C:13]2[N:19]([CH3:20])[C:17](=[O:18])[C:16]([OH:21])=[C:15]([C:22]([NH:24][CH2:25][C:26]3[CH:27]=[CH:28][C:29]([F:32])=[CH:30][CH:31]=3)=[O:23])[N:14]=2)([CH3:12])[CH3:11])=[O:8])=[N:4][N:3]=1.CO.C(#N)C.C([O-])(=O)C.[Ca+2:42].C([O-])(=O)C. Given the product [CH3:1][C:2]1[O:6][C:5]([C:7]([NH:9][C:10]([C:13]2[N:19]([CH3:20])[C:17](=[O:18])[C:16]([OH:21])=[C:15]([C:22]([NH:24][CH2:25][C:26]3[CH:27]=[CH:28][C:29]([F:32])=[CH:30][CH:31]=3)=[O:23])[N:14]=2)([CH3:12])[CH3:11])=[O:8])=[N:4][N:3]=1.[Ca:42], predict the reactants needed to synthesize it. (3) Given the product [ClH:20].[CH3:16][S:13]([N:10]1[CH2:11][CH2:12][CH:8]([NH2:7])[CH2:9]1)(=[O:15])=[O:14], predict the reactants needed to synthesize it. The reactants are: C(OC(=O)[NH:7][CH:8]1[CH2:12][CH2:11][N:10]([S:13]([CH3:16])(=[O:15])=[O:14])[CH2:9]1)(C)(C)C.CO.[ClH:20]. (4) Given the product [CH3:11][O:12][C:13]1[CH:21]=[CH:20][C:16]([C:17]2[S:18][CH:2]=[C:3]([C:5]3[CH:10]=[CH:9][CH:8]=[CH:7][CH:6]=3)[N:19]=2)=[CH:15][CH:14]=1, predict the reactants needed to synthesize it. The reactants are: Br[CH2:2][C:3]([C:5]1[CH:10]=[CH:9][CH:8]=[CH:7][CH:6]=1)=O.[CH3:11][O:12][C:13]1[CH:21]=[CH:20][C:16]([C:17]([NH2:19])=[S:18])=[CH:15][CH:14]=1. (5) Given the product [CH3:12][N:13]([CH3:14])[CH2:2][CH2:3][CH2:4][O:5][C:6]1[CH:7]=[N:8][CH:9]=[CH:10][CH:11]=1, predict the reactants needed to synthesize it. The reactants are: Cl[CH2:2][CH2:3][CH2:4][O:5][C:6]1[CH:7]=[N:8][CH:9]=[CH:10][CH:11]=1.[CH3:12][NH:13][CH3:14]. (6) Given the product [Cl:1][C:2]1[CH:3]=[CH:4][C:5]([O:24][CH3:25])=[C:6]([C:8](=[N:21][C:22]#[N:23])/[N:9]=[C:10]2\[S:11][C:12]([C:35]([OH:36])([CH3:37])[CH3:34])=[C:13]([CH3:20])[N:14]\2[CH2:15][CH:16]2[CH2:19][CH2:18][CH2:17]2)[CH:7]=1, predict the reactants needed to synthesize it. The reactants are: [Cl:1][C:2]1[CH:3]=[CH:4][C:5]([O:24][CH3:25])=[C:6]([C:8](=[N:21][C:22]#[N:23])/[N:9]=[C:10]2\[S:11][CH:12]=[C:13]([CH3:20])[N:14]\2[CH2:15][CH:16]2[CH2:19][CH2:18][CH2:17]2)[CH:7]=1.C([N-]C(C)C)(C)C.[Li+].[CH3:34][C:35]([CH3:37])=[O:36].[Cl-].[NH4+]. (7) Given the product [Cl:21][C:22]1[CH:23]=[C:24]([CH2:29][C@@H:30]([C:34]2[CH:35]=[CH:36][CH:37]=[CH:38][CH:39]=2)[C:31]([NH:1][CH:2]2[C:8](=[O:9])[N:7]([CH3:10])[C:6]3[CH:11]=[CH:12][CH:13]=[CH:14][C:5]=3[C:4]([N:15]3[CH2:20][CH2:19][O:18][CH2:17][CH2:16]3)=[N:3]2)=[O:32])[CH:25]=[CH:26][C:27]=1[Cl:28], predict the reactants needed to synthesize it. The reactants are: [NH2:1][CH:2]1[C:8](=[O:9])[N:7]([CH3:10])[C:6]2[CH:11]=[CH:12][CH:13]=[CH:14][C:5]=2[C:4]([N:15]2[CH2:20][CH2:19][O:18][CH2:17][CH2:16]2)=[N:3]1.[Cl:21][C:22]1[CH:23]=[C:24]([CH2:29][C@@H:30]([C:34]2[CH:39]=[CH:38][CH:37]=[CH:36][CH:35]=2)[C:31](O)=[O:32])[CH:25]=[CH:26][C:27]=1[Cl:28]. (8) Given the product [F:1][C:2]1[C:3]([CH2:4][CH2:5][C@H:6]2[CH2:7][NH:8][CH2:9][C:10]3([CH2:11][CH2:12]3)[CH2:13][N:14]2[S:15]([C:18]2[CH:19]=[CH:20][CH:21]=[CH:22][CH:23]=2)(=[O:17])=[O:16])=[C:31]([NH:35][C:36](=[O:57])[C@@H:37]([NH:52][C:53](=[O:54])[O:55][CH3:56])[C@@H:38]([C:45]2[CH:46]=[CH:47][C:48]([F:51])=[CH:49][CH:50]=2)[CH:39]2[CH2:44][CH2:43][O:42][CH2:41][CH2:40]2)[CH:32]=[CH:33][CH:34]=1, predict the reactants needed to synthesize it. The reactants are: [F:1][C:2]1[CH:34]=[CH:33][CH:32]=[C:31]([NH:35][C:36](=[O:57])[C@@H:37]([NH:52][C:53]([O:55][CH3:56])=[O:54])[C@@H:38]([C:45]2[CH:50]=[CH:49][C:48]([F:51])=[CH:47][CH:46]=2)[CH:39]2[CH2:44][CH2:43][O:42][CH2:41][CH2:40]2)[C:3]=1[CH2:4][CH2:5][C@@H:6]1[N:14]([S:15]([C:18]2[CH:23]=[CH:22][CH:21]=[CH:20][CH:19]=2)(=[O:17])=[O:16])[CH2:13][C:10]2([CH2:12][CH2:11]2)[CH2:9][N:8](C(OC(C)(C)C)=O)[CH2:7]1.FC(F)(F)C(O)=O.